Dataset: Catalyst prediction with 721,799 reactions and 888 catalyst types from USPTO. Task: Predict which catalyst facilitates the given reaction. (1) Reactant: [CH3:1][O:2][CH2:3][CH2:4][CH2:5][N:6]1[C:11]2[CH:12]=[C:13]([CH:16]([O:27][C@@H:28]3[C@@H:33]([C:34]4[CH:39]=[CH:38][C:37]([CH2:40][O:41][CH2:42][C@@H:43]([CH3:53])[C@@H:44]([O:46][CH:47]5CCCCO5)[CH3:45])=[CH:36][CH:35]=4)[C@H:32]([O:54][Si](C(C)C)(C(C)C)C(C)C)[CH2:31][NH:30][CH2:29]3)S(C3C=CC(C)=CC=3)(=O)=O)[CH:14]=[CH:15][C:10]=2[O:9][CH2:8][CH2:7]1. Product: [CH3:47][O:46][C@@H:44]([CH3:45])[C@H:43]([CH3:53])[CH2:42][O:41][CH2:40][C:37]1[CH:38]=[CH:39][C:34]([C@@H:33]2[C@@H:28]([O:27][CH2:16][C:13]3[CH:14]=[CH:15][C:10]4[O:9][CH2:8][CH2:7][N:6]([CH2:5][CH2:4][CH2:3][O:2][CH3:1])[C:11]=4[CH:12]=3)[CH2:29][NH:30][CH2:31][C@H:32]2[OH:54])=[CH:35][CH:36]=1. The catalyst class is: 27. (2) Reactant: [CH2:1]([O:3][C:4]([C:6]1[CH:7]=[N:8][CH:9]=[C:10](B2OC(C)(C)C(C)(C)O2)[CH:11]=1)=[O:5])[CH3:2].Cl[C:22]1[N:27]=[N:26][C:25]([N:28]2[CH2:33][CH2:32][CH:31]([OH:34])[CH2:30][CH2:29]2)=[CH:24][CH:23]=1.C1(P(C2CCCCC2)C2CCCCC2)CCCCC1.P([O-])([O-])([O-])=O.[K+].[K+].[K+]. Product: [OH:34][CH:31]1[CH2:32][CH2:33][N:28]([C:25]2[N:26]=[N:27][C:22]([C:10]3[CH:9]=[N:8][CH:7]=[C:6]([CH:11]=3)[C:4]([O:3][CH2:1][CH3:2])=[O:5])=[CH:23][CH:24]=2)[CH2:29][CH2:30]1. The catalyst class is: 110. (3) Reactant: [C:1]([C:5]1[C:10]([Cl:11])=[CH:9][C:8](I)=[C:7]([O:13][CH2:14][CH3:15])[CH:6]=1)([CH3:4])([CH3:3])[CH3:2].[CH3:16][O-].[Na+].[CH3:19][O:20][CH:21]=[O:22]. The catalyst class is: 12. Product: [C:1]([C:5]1[C:10]([Cl:11])=[CH:9][C:8]([C:21]([O:20][CH2:19][CH3:16])=[O:22])=[C:7]([O:13][CH2:14][CH3:15])[CH:6]=1)([CH3:4])([CH3:3])[CH3:2].